From a dataset of Full USPTO retrosynthesis dataset with 1.9M reactions from patents (1976-2016). Predict the reactants needed to synthesize the given product. (1) Given the product [Cl:1][C:2]1[N:7]=[C:6]([CH2:8][CH2:9][C:10]2[CH:15]=[CH:14][CH:13]=[CH:12][C:11]=2[C:16]2([C:19]([NH2:21])=[O:20])[CH2:17][CH2:18]2)[C:5]([Cl:22])=[CH:4][N:3]=1, predict the reactants needed to synthesize it. The reactants are: [Cl:1][C:2]1[N:7]=[C:6]([C:8]#[C:9][C:10]2[CH:15]=[CH:14][CH:13]=[CH:12][C:11]=2[C:16]2([C:19]([NH2:21])=[O:20])[CH2:18][CH2:17]2)[C:5]([Cl:22])=[CH:4][N:3]=1. (2) Given the product [CH2:3]([C:4]1[C:16]([NH2:17])=[C:15]([CH2:18][CH:19]([CH3:21])[CH3:20])[C:7]2[O:8][C:9]3[CH:14]=[CH:13][CH:12]=[CH:11][C:10]=3[C:6]=2[CH:5]=1)[CH:2]([CH3:22])[CH3:1], predict the reactants needed to synthesize it. The reactants are: [CH3:1][C:2]([CH3:22])=[CH:3][C:4]1[C:16]([NH2:17])=[C:15]([CH:18]=[C:19]([CH3:21])[CH3:20])[C:7]2[O:8][C:9]3[CH:14]=[CH:13][CH:12]=[CH:11][C:10]=3[C:6]=2[CH:5]=1. (3) Given the product [CH2:13]([O:1][C:2]1[CH:11]=[C:10]([I:12])[CH:9]=[CH:8][C:3]=1[C:4]([O:6][CH3:7])=[O:5])[C:14]1[CH:19]=[CH:18][CH:17]=[CH:16][CH:15]=1, predict the reactants needed to synthesize it. The reactants are: [OH:1][C:2]1[CH:11]=[C:10]([I:12])[CH:9]=[CH:8][C:3]=1[C:4]([O:6][CH3:7])=[O:5].[CH2:13](Br)[C:14]1[CH:19]=[CH:18][CH:17]=[CH:16][CH:15]=1.C([O-])([O-])=O.[K+].[K+]. (4) Given the product [CH3:15][O:14][C:7]1[C:8]([CH3:13])=[C:9]2[C:4](=[CH:5][C:6]=1[O:16][CH3:17])[NH:3][C:2]([N:21]1[CH2:22][CH2:23][CH2:24][N:18]([C:25]([N:27]3[CH2:28][CH2:29][O:30][CH2:31][CH2:32]3)=[O:26])[CH2:19][CH2:20]1)=[N:11][C:10]2=[O:12], predict the reactants needed to synthesize it. The reactants are: Cl[C:2]1[NH:3][C:4]2[C:9]([C:10](=[O:12])[N:11]=1)=[C:8]([CH3:13])[C:7]([O:14][CH3:15])=[C:6]([O:16][CH3:17])[CH:5]=2.[N:18]1([C:25]([N:27]2[CH2:32][CH2:31][O:30][CH2:29][CH2:28]2)=[O:26])[CH2:24][CH2:23][CH2:22][NH:21][CH2:20][CH2:19]1.[K+].[Br-]. (5) Given the product [C:21]([OH:30])(=[O:29])[CH2:22][CH2:23][CH2:24][CH2:25][CH2:26][CH2:27][CH3:28].[CH2:2]([N:3]([CH2:8][C:9]([OH:11])=[O:10])[CH2:4][C:5]([OH:7])=[O:6])[CH2:1][N:12]([CH2:17][C:18]([OH:20])=[O:19])[CH2:13][C:14]([OH:16])=[O:15].[C:18]([OH:20])(=[O:19])[CH2:17][CH2:21][CH2:22][CH2:23][CH2:24][CH2:25][CH3:26], predict the reactants needed to synthesize it. The reactants are: [CH2:1]([N:12]([CH2:17][C:18]([OH:20])=[O:19])[CH2:13][C:14]([OH:16])=[O:15])[CH2:2][N:3]([CH2:8][C:9]([OH:11])=[O:10])[CH2:4][C:5]([OH:7])=[O:6].[C:21]([OH:30])(=[O:29])[CH2:22][CH2:23][CH2:24][CH2:25][CH2:26][CH2:27][CH3:28]. (6) Given the product [O:25]=[S:2]1(=[O:1])[C:8]2[CH:9]=[CH:10][CH:11]=[CH:12][C:7]=2[CH2:6][N:5]([C:13]2[CH:22]=[C:21]([NH:23][C:28](=[O:29])[C@H:27]([CH3:31])[NH2:32])[C:20]3[C:15](=[CH:16][CH:17]=[C:18]([CH3:24])[CH:19]=3)[N:14]=2)[CH2:4][CH2:3]1, predict the reactants needed to synthesize it. The reactants are: [O:1]=[S:2]1(=[O:25])[C:8]2[CH:9]=[CH:10][CH:11]=[CH:12][C:7]=2[CH2:6][N:5]([C:13]2[CH:22]=[C:21]([NH2:23])[C:20]3[C:15](=[CH:16][CH:17]=[C:18]([CH3:24])[CH:19]=3)[N:14]=2)[CH2:4][CH2:3]1.Br[CH:27]([CH3:31])[C:28](Cl)=[O:29].[N-:32]=[N+]=[N-].[Na+].